Task: Regression. Given a peptide amino acid sequence and an MHC pseudo amino acid sequence, predict their binding affinity value. This is MHC class II binding data.. Dataset: Peptide-MHC class II binding affinity with 134,281 pairs from IEDB (1) The peptide sequence is RRCKNIPQPVRALLE. The MHC is DRB1_0901 with pseudo-sequence DRB1_0901. The binding affinity (normalized) is 0.244. (2) The peptide sequence is VAAFTEALRIIAGVL. The MHC is HLA-DPA10201-DPB11401 with pseudo-sequence HLA-DPA10201-DPB11401. The binding affinity (normalized) is 0.772. (3) The peptide sequence is LKGTSYKICTDKMFF. The MHC is DRB1_0901 with pseudo-sequence DRB1_0901. The binding affinity (normalized) is 0.564. (4) The peptide sequence is DKWLDAKSTWYGKPT. The MHC is DRB1_0404 with pseudo-sequence DRB1_0404. The binding affinity (normalized) is 0.209. (5) The peptide sequence is VSLIAVIKGIINLYK. The MHC is DRB1_0401 with pseudo-sequence DRB1_0401. The binding affinity (normalized) is 0.331. (6) The peptide sequence is LAAIIFLFGPPTALRS. The MHC is DRB1_1101 with pseudo-sequence DRB1_1101. The binding affinity (normalized) is 0.153.